Dataset: CYP2C19 inhibition data for predicting drug metabolism from PubChem BioAssay. Task: Regression/Classification. Given a drug SMILES string, predict its absorption, distribution, metabolism, or excretion properties. Task type varies by dataset: regression for continuous measurements (e.g., permeability, clearance, half-life) or binary classification for categorical outcomes (e.g., BBB penetration, CYP inhibition). Dataset: cyp2c19_veith. (1) The compound is O=C(NCC1CCCO1)c1nn2c(c1Cl)NC(c1ccc(F)cc1)CC2C(F)(F)F. The result is 0 (non-inhibitor). (2) The molecule is C#CCCCO/N=C1/C[C@@H](O)[C@@H](O)[C@H]2[C@@H]1CC[C@@H]1C(=O)N(C3CCCCC3)C(=O)[C@H]12. The result is 0 (non-inhibitor). (3) The compound is N#Cc1cccc(NC(=O)N2CCCC3(CCN(C(=O)c4cnccn4)CC3)C2)c1. The result is 0 (non-inhibitor). (4) The drug is Cc1ccccc1OCCCC(=O)NCc1ccco1. The result is 1 (inhibitor). (5) The molecule is Nc1nnnn1/N=C\c1ccc(Cl)c([N+](=O)[O-])c1. The result is 1 (inhibitor). (6) The molecule is Fc1ccc(-c2cn3cc(C(F)(F)F)cc(Cl)c3n2)cc1. The result is 1 (inhibitor). (7) The drug is CCOc1ccccc1O[C@@H](c1ccccc1)[C@@H]1CNCCO1. The result is 0 (non-inhibitor).